This data is from Reaction yield outcomes from USPTO patents with 853,638 reactions. The task is: Predict the reaction yield, written as a fraction of the theoretical maximum amount of product (1.0 means a 100% yield; for example, 0.34 means a 34% yield). (1) The reactants are [F:1][C:2]1[CH:3]=[C:4]([CH:16]=[C:17]([O:19][C:20]2[CH:25]=[CH:24][CH:23]=[CH:22][CH:21]=2)[CH:18]=1)[CH2:5][O:6][C:7]12[CH2:13][C:10]([CH2:14]O)([CH2:11][CH2:12]1)[CH2:9][CH2:8]2.C(Br)(Br)(Br)[Br:27].C1C=CC(P(C2C=CC=CC=2)C2C=CC=CC=2)=CC=1. The catalyst is C(Cl)Cl. The product is [Br:27][CH2:14][C:10]12[CH2:13][C:7]([O:6][CH2:5][C:4]3[CH:16]=[C:17]([O:19][C:20]4[CH:25]=[CH:24][CH:23]=[CH:22][CH:21]=4)[CH:18]=[C:2]([F:1])[CH:3]=3)([CH2:12][CH2:11]1)[CH2:8][CH2:9]2. The yield is 0.900. (2) The reactants are [C:1]1([C:7]2[CH:16]=[CH:15][CH:14]=[C:13]3[C:8]=2[C:9]([NH:26][CH2:27][C:28]2[CH:33]=[CH:32][CH:31]=[CH:30][N:29]=2)=[N:10][N:11]=[C:12]3[C:17]2[CH:18]=[N:19][CH:20]=[C:21]([CH:25]=2)[C:22]([OH:24])=O)[CH:6]=[CH:5][CH:4]=[CH:3][CH:2]=1.[NH2:34][C:35]1[CH:36]=[C:37]([NH:41][S:42]([CH3:45])(=[O:44])=[O:43])[CH:38]=[CH:39][CH:40]=1.CN(C(ON1N=NC2C=CC=NC1=2)=[N+](C)C)C.F[P-](F)(F)(F)(F)F.CCN(C(C)C)C(C)C. The catalyst is CN(C=O)C. The product is [CH3:45][S:42]([NH:41][C:37]1[CH:36]=[C:35]([NH:34][C:22](=[O:24])[C:21]2[CH:25]=[C:17]([C:12]3[C:13]4[C:8](=[C:7]([C:1]5[CH:6]=[CH:5][CH:4]=[CH:3][CH:2]=5)[CH:16]=[CH:15][CH:14]=4)[C:9]([NH:26][CH2:27][C:28]4[CH:33]=[CH:32][CH:31]=[CH:30][N:29]=4)=[N:10][N:11]=3)[CH:18]=[N:19][CH:20]=2)[CH:40]=[CH:39][CH:38]=1)(=[O:44])=[O:43]. The yield is 0.264. (3) The reactants are [N+:1]([C:4]1[CH:12]=[C:11]2[C:7]([CH:8]=[N:9][NH:10]2)=[CH:6][CH:5]=1)([O-:3])=[O:2].[C:13](O[C:13]([O:15][C:16]([CH3:19])([CH3:18])[CH3:17])=[O:14])([O:15][C:16]([CH3:19])([CH3:18])[CH3:17])=[O:14]. The catalyst is ClCCl.CN(C=O)C.CN(C1C=CN=CC=1)C. The product is [C:13]([N:10]1[C:11]2[C:7](=[CH:6][CH:5]=[C:4]([N+:1]([O-:3])=[O:2])[CH:12]=2)[CH:8]=[N:9]1)([O:15][C:16]([CH3:19])([CH3:18])[CH3:17])=[O:14]. The yield is 0.880. (4) The reactants are [Br:1][C:2]1[CH:3]=[C:4]([CH:6]=[C:7]([C:9]([F:12])([F:11])[F:10])[CH:8]=1)[NH2:5].Br[CH2:14][CH:15]([OH:19])[CH2:16][CH2:17]Br.C(=O)([O-])[O-].[Na+].[Na+]. No catalyst specified. The product is [Br:1][C:2]1[CH:3]=[C:4]([N:5]2[CH2:17][CH2:16][CH:15]([OH:19])[CH2:14]2)[CH:6]=[C:7]([C:9]([F:10])([F:11])[F:12])[CH:8]=1. The yield is 0.220. (5) The reactants are [F:1][C:2]1[CH:7]=[C:6]([F:8])[CH:5]=[CH:4][C:3]=1[SH:9].F[C:11]1[CH:16]=[CH:15][CH:14]=[CH:13][C:12]=1[N+:17]([O-:19])=[O:18].[F:20][C:21]1[CH:26]=[C:25]([F:27])[CH:24]=[CH:23][C:22]=1[S:28][C:29]1[CH:35]=[CH:34][CH:33]=[CH:32][C:30]=1[NH2:31].[NH2:36][C:37]1SC=[CH:40][N:41]=1. No catalyst specified. The product is [F:1][C:2]1[CH:7]=[C:6]([F:8])[CH:5]=[CH:4][C:3]=1[S:9][C:11]1[CH:16]=[CH:15][CH:14]=[CH:13][C:12]=1[N+:17]([O-:19])=[O:18].[F:20][C:21]1[CH:26]=[C:25]([F:27])[CH:24]=[CH:23][C:22]=1[S:28][C:29]1[CH:35]=[CH:34][CH:33]=[CH:32][C:30]=1[NH:31][C:40]([NH:41][C:37]1[S:9][CH:3]=[CH:2][N:36]=1)=[O:18]. The yield is 0.780. (6) The product is [CH3:1][C:2]1([CH3:19])[CH2:6][C:5]2[CH:7]=[C:8]([N:14]3[CH:18]=[N:17][N:16]=[N:15]3)[CH:9]=[C:10]([CH2:11][OH:12])[C:4]=2[O:3]1. The yield is 0.610. The catalyst is O.O1CCCC1. The reactants are [CH3:1][C:2]1([CH3:19])[CH2:6][C:5]2[CH:7]=[C:8]([N:14]3[CH:18]=[N:17][N:16]=[N:15]3)[CH:9]=[C:10]([C:11](O)=[O:12])[C:4]=2[O:3]1.CN1CCOCC1.C(OC(Cl)=O)C(C)C.[BH4-].[Na+]. (7) The reactants are C(OC(=O)[NH:7][C:8]1[CH:13]=[CH:12][CH:11]=[C:10]([O:14][C:15]2C(C(=O)NC3C=CC=CC=3)=CN=C(SC)N=2)[CH:9]=1)(C)(C)C.C(OC(=O)NC1C=CC=C(OC2C(C(=O)NC3C=CC=CC=3)=CN=C(S(C)(=O)=O)N=2)C=1)(C)(C)C.C(=O)([O-])[O-].[Cs+].[Cs+]. The catalyst is C1(C)C=CC=CC=1.C(OCC)(=O)C.CC([O-])=O.CC([O-])=O.[Pd+2].C1C=CC(P(C2C(C3C(P(C4C=CC=CC=4)C4C=CC=CC=4)=CC=C4C=3C=CC=C4)=C3C(C=CC=C3)=CC=2)C2C=CC=CC=2)=CC=1. The product is [CH3:15][O:14][C:10]1[CH:9]=[C:8]([CH:13]=[CH:12][CH:11]=1)[NH2:7]. The yield is 0.370.